From a dataset of Full USPTO retrosynthesis dataset with 1.9M reactions from patents (1976-2016). Predict the reactants needed to synthesize the given product. (1) The reactants are: [CH2:1]([O:8][N:9]1[C:14]2[N:15]=[C:16]([CH3:19])[N:17]=[CH:18][C:13]=2[C:12](OS(C(F)(F)F)(=O)=O)=[C:11]([C:28]([O:30][CH2:31][CH3:32])=[O:29])[C:10]1=[O:33])[C:2]1[CH:7]=[CH:6][CH:5]=[CH:4][CH:3]=1.[CH3:34][O:35][C:36]1[CH:43]=[CH:42][C:39]([CH2:40][NH2:41])=[CH:38][CH:37]=1. Given the product [CH2:1]([O:8][N:9]1[C:14]2[N:15]=[C:16]([CH3:19])[N:17]=[CH:18][C:13]=2[C:12]([NH:41][CH2:40][C:39]2[CH:42]=[CH:43][C:36]([O:35][CH3:34])=[CH:37][CH:38]=2)=[C:11]([C:28]([O:30][CH2:31][CH3:32])=[O:29])[C:10]1=[O:33])[C:2]1[CH:7]=[CH:6][CH:5]=[CH:4][CH:3]=1, predict the reactants needed to synthesize it. (2) Given the product [CH2:16]([N:23]1[CH2:27][CH2:26][C@H:25]([N:28]([CH2:14][CH2:13][O:5][Si:6]([C:9]([CH3:12])([CH3:11])[CH3:10])([CH3:8])[CH3:7])[CH3:29])[CH2:24]1)[C:17]1[CH:18]=[CH:19][CH:20]=[CH:21][CH:22]=1, predict the reactants needed to synthesize it. The reactants are: ClCCCl.[O:5]([CH2:13][CH:14]=O)[Si:6]([C:9]([CH3:12])([CH3:11])[CH3:10])([CH3:8])[CH3:7].[CH2:16]([N:23]1[CH2:27][CH2:26][C@H:25]([NH:28][CH3:29])[CH2:24]1)[C:17]1[CH:22]=[CH:21][CH:20]=[CH:19][CH:18]=1.C(O[BH-](OC(=O)C)OC(=O)C)(=O)C.[Na+].